This data is from Full USPTO retrosynthesis dataset with 1.9M reactions from patents (1976-2016). The task is: Predict the reactants needed to synthesize the given product. (1) Given the product [C:23]([CH2:2][C:3]1[C:7]([C:8]([O:10][CH2:11][CH3:12])=[O:9])=[C:6]([S:13][CH3:14])[S:5][C:4]=1[C:15]([O:17][CH2:18][CH3:19])=[O:16])#[N:24], predict the reactants needed to synthesize it. The reactants are: Br[CH2:2][C:3]1[C:7]([C:8]([O:10][CH2:11][CH3:12])=[O:9])=[C:6]([S:13][CH3:14])[S:5][C:4]=1[C:15]([O:17][CH2:18][CH3:19])=[O:16].C(O)C.[C-:23]#[N:24].[K+]. (2) Given the product [F:17][C:18]1[C:19]([CH2:24][O:1][C:2]2[C:3]3[N:4]([C:8]([C:12]([O:14][CH2:15][CH3:16])=[O:13])=[C:9]([CH3:11])[N:10]=3)[CH:5]=[CH:6][CH:7]=2)=[N:20][CH:21]=[CH:22][CH:23]=1, predict the reactants needed to synthesize it. The reactants are: [OH:1][C:2]1[C:3]2[N:4]([C:8]([C:12]([O:14][CH2:15][CH3:16])=[O:13])=[C:9]([CH3:11])[N:10]=2)[CH:5]=[CH:6][CH:7]=1.[F:17][C:18]1[C:19]([CH2:24]O)=[N:20][CH:21]=[CH:22][CH:23]=1.C(P(=CC#N)(CCCC)CCCC)CCC. (3) The reactants are: O[C:2]1[C:3]2[C:4](=[C:8]([C:12]([O:14][CH2:15][CH3:16])=[O:13])[S:9][C:10]=2[CH3:11])[N:5]=[CH:6][N:7]=1.N1C(C)=CC=CC=1C.C(#N)C.P(Cl)(Cl)(Cl)=O.C(N(CC)C(C)C)(C)C.[CH3:42][O:43][C:44]1[CH:51]=[C:50]([O:52][CH3:53])[CH:49]=[CH:48][C:45]=1[CH2:46][NH2:47]. Given the product [CH3:42][O:43][C:44]1[CH:51]=[C:50]([O:52][CH3:53])[CH:49]=[CH:48][C:45]=1[CH2:46][NH:47][C:2]1[C:3]2[C:4](=[C:8]([C:12]([O:14][CH2:15][CH3:16])=[O:13])[S:9][C:10]=2[CH3:11])[N:5]=[CH:6][N:7]=1, predict the reactants needed to synthesize it.